From a dataset of Full USPTO retrosynthesis dataset with 1.9M reactions from patents (1976-2016). Predict the reactants needed to synthesize the given product. Given the product [C:1]1([CH2:7][CH2:8][CH2:9][CH:10]([NH:20][C:21]([CH:23]2[CH2:28][CH2:27][N:26]([CH2:31][C@@H:30]([OH:29])[CH2:32][O:33][C:34]3[CH:43]=[CH:42][CH:41]=[C:40]4[C:35]=3[CH:36]=[CH:37][CH:38]=[N:39]4)[CH2:25][CH2:24]2)=[O:22])[CH2:11][CH2:12][CH2:13][C:14]2[CH:19]=[CH:18][CH:17]=[CH:16][CH:15]=2)[CH:6]=[CH:5][CH:4]=[CH:3][CH:2]=1, predict the reactants needed to synthesize it. The reactants are: [C:1]1([CH2:7][CH2:8][CH2:9][CH:10]([NH:20][C:21]([CH:23]2[CH2:28][CH2:27][NH:26][CH2:25][CH2:24]2)=[O:22])[CH2:11][CH2:12][CH2:13][C:14]2[CH:19]=[CH:18][CH:17]=[CH:16][CH:15]=2)[CH:6]=[CH:5][CH:4]=[CH:3][CH:2]=1.[O:29]1[CH2:31][C@@H:30]1[CH2:32][O:33][C:34]1[CH:43]=[CH:42][CH:41]=[C:40]2[C:35]=1[CH:36]=[CH:37][CH:38]=[N:39]2.